From a dataset of Reaction yield outcomes from USPTO patents with 853,638 reactions. Predict the reaction yield, written as a fraction of the theoretical maximum amount of product (1.0 means a 100% yield; for example, 0.34 means a 34% yield). (1) The catalyst is [Pd].O1CCOCC1. The product is [NH2:30][C:18]1[CH:19]=[C:20]([N:23]2[CH2:24][CH2:25][N:26]([CH3:29])[CH2:27][CH2:28]2)[CH:21]=[CH:22][C:17]=1[C:16]([NH:15][C:9]1[C:8]2[C:12](=[CH:13][CH:14]=[C:6]([CH2:5][C:4]3[CH:34]=[C:35]([F:37])[CH:36]=[C:2]([F:1])[CH:3]=3)[CH:7]=2)[NH:11][N:10]=1)=[O:33]. The reactants are [F:1][C:2]1[CH:3]=[C:4]([CH:34]=[C:35]([F:37])[CH:36]=1)[CH2:5][C:6]1[CH:7]=[C:8]2[C:12](=[CH:13][CH:14]=1)[NH:11][N:10]=[C:9]2[NH:15][C:16](=[O:33])[C:17]1[CH:22]=[CH:21][C:20]([N:23]2[CH2:28][CH2:27][N:26]([CH3:29])[CH2:25][CH2:24]2)=[CH:19][C:18]=1[N+:30]([O-])=O.C1CCCCC=1. The yield is 0.830. (2) The yield is 0.200. The reactants are [CH3:1][N:2]1[CH:6]=[C:5]([C:7]([O:9]CC)=O)[C:4](=[O:12])[N:3]1[C:13]1[CH:18]=[CH:17][CH:16]=[CH:15][CH:14]=1.[OH-].[Na+].Cl.[CH3:22][O:23][C:24]1[CH:33]=[C:32]2[C:27]([C:28]([O:34][C:35]3[CH:36]=[CH:37][C:38]([NH2:41])=[N:39][CH:40]=3)=[CH:29][CH:30]=[N:31]2)=[CH:26][CH:25]=1.CCN(CC)CC.CN(C(ON1N=NC2C=CC=NC1=2)=[N+](C)C)C.F[P-](F)(F)(F)(F)F. The product is [CH3:22][O:23][C:24]1[CH:33]=[C:32]2[C:27]([C:28]([O:34][C:35]3[CH:36]=[CH:37][C:38]([NH:41][C:7]([C:5]4[C:4](=[O:12])[N:3]([C:13]5[CH:14]=[CH:15][CH:16]=[CH:17][CH:18]=5)[N:2]([CH3:1])[CH:6]=4)=[O:9])=[N:39][CH:40]=3)=[CH:29][CH:30]=[N:31]2)=[CH:26][CH:25]=1. The catalyst is CO.O.CN(C=O)C.CCOC(C)=O.ClCCl. (3) The reactants are Br[C:2]1[CH:7]=[CH:6][C:5]([CH:8]2[CH2:12][O:11][C:10]([CH3:14])([CH3:13])[O:9]2)=[CH:4][N:3]=1.[CH2:15]([Sn](CCCC)(CCCC)C=C)[CH2:16]CC. The catalyst is C1(C)C=CC=CC=1.C1C=CC([P]([Pd]([P](C2C=CC=CC=2)(C2C=CC=CC=2)C2C=CC=CC=2)([P](C2C=CC=CC=2)(C2C=CC=CC=2)C2C=CC=CC=2)[P](C2C=CC=CC=2)(C2C=CC=CC=2)C2C=CC=CC=2)(C2C=CC=CC=2)C2C=CC=CC=2)=CC=1. The product is [CH3:13][C:10]1([CH3:14])[O:9][CH:8]([C:5]2[CH:6]=[CH:7][C:2]([CH:15]=[CH2:16])=[N:3][CH:4]=2)[CH2:12][O:11]1. The yield is 0.340. (4) The reactants are ClCCl.B(Br)(Br)Br.C[O:9][C:10]1[CH:11]=[CH:12][C:13]2[O:17][C:16]([CH:18]=[CH:19][C:20]3[CH:25]=[CH:24][C:23]([N:26]([CH3:28])[CH3:27])=[CH:22][CH:21]=3)=[CH:15][C:14]=2[CH:29]=1.C(=O)([O-])[O-].[Na+].[Na+].Cl. The catalyst is ClCCl. The product is [OH:9][C:10]1[CH:11]=[CH:12][C:13]2[O:17][C:16]([CH:18]=[CH:19][C:20]3[CH:25]=[CH:24][C:23]([N:26]([CH3:27])[CH3:28])=[CH:22][CH:21]=3)=[CH:15][C:14]=2[CH:29]=1. The yield is 0.500.